The task is: Regression. Given two drug SMILES strings and cell line genomic features, predict the synergy score measuring deviation from expected non-interaction effect.. This data is from Merck oncology drug combination screen with 23,052 pairs across 39 cell lines. (1) Drug 1: CC1CC2C3CCC4=CC(=O)C=CC4(C)C3(F)C(O)CC2(C)C1(O)C(=O)CO. Drug 2: C=CCn1c(=O)c2cnc(Nc3ccc(N4CCN(C)CC4)cc3)nc2n1-c1cccc(C(C)(C)O)n1. Cell line: MDAMB436. Synergy scores: synergy=4.25. (2) Drug 1: N.N.O=C(O)C1(C(=O)O)CCC1.[Pt]. Synergy scores: synergy=-6.06. Cell line: LNCAP. Drug 2: Cc1nc(Nc2ncc(C(=O)Nc3c(C)cccc3Cl)s2)cc(N2CCN(CCO)CC2)n1. (3) Drug 1: CC1CC2C3CCC4=CC(=O)C=CC4(C)C3(F)C(O)CC2(C)C1(O)C(=O)CO. Drug 2: N#Cc1ccc(Cn2cncc2CN2CCN(c3cccc(Cl)c3)C(=O)C2)cc1. Cell line: OV90. Synergy scores: synergy=9.12. (4) Drug 1: CS(=O)(=O)CCNCc1ccc(-c2ccc3ncnc(Nc4ccc(OCc5cccc(F)c5)c(Cl)c4)c3c2)o1. Drug 2: COC1CC2CCC(C)C(O)(O2)C(=O)C(=O)N2CCCCC2C(=O)OC(C(C)CC2CCC(OP(C)(C)=O)C(OC)C2)CC(=O)C(C)C=C(C)C(O)C(OC)C(=O)C(C)CC(C)C=CC=CC=C1C. Cell line: UWB1289BRCA1. Synergy scores: synergy=29.3. (5) Drug 1: CN(Cc1cnc2nc(N)nc(N)c2n1)c1ccc(C(=O)NC(CCC(=O)O)C(=O)O)cc1. Drug 2: CC1(c2nc3c(C(N)=O)cccc3[nH]2)CCCN1. Cell line: T47D. Synergy scores: synergy=-31.9. (6) Drug 1: C#Cc1cccc(Nc2ncnc3cc(OCCOC)c(OCCOC)cc23)c1. Drug 2: CC1(c2nc3c(C(N)=O)cccc3[nH]2)CCCN1. Cell line: UACC62. Synergy scores: synergy=-8.25. (7) Drug 1: CC(C)CC(NC(=O)C(Cc1ccccc1)NC(=O)c1cnccn1)B(O)O. Drug 2: COC1CC2CCC(C)C(O)(O2)C(=O)C(=O)N2CCCCC2C(=O)OC(C(C)CC2CCC(OP(C)(C)=O)C(OC)C2)CC(=O)C(C)C=C(C)C(O)C(OC)C(=O)C(C)CC(C)C=CC=CC=C1C. Cell line: ES2. Synergy scores: synergy=17.4.